Dataset: Reaction yield outcomes from USPTO patents with 853,638 reactions. Task: Predict the reaction yield, written as a fraction of the theoretical maximum amount of product (1.0 means a 100% yield; for example, 0.34 means a 34% yield). The reactants are C(O[CH:4]([O:8][CH2:9][CH3:10])[O:5][CH2:6][CH3:7])C.[Cl:11][CH2:12][C:13](=[O:15])[CH3:14].CCN(C(C)C)C(C)C.C(=O)(O)[O-].[Na+]. The catalyst is C(Cl)Cl. The product is [Cl:11][CH:12]([CH:4]([O:5][CH2:6][CH3:7])[O:8][CH2:9][CH3:10])[C:13](=[O:15])[CH3:14]. The yield is 0.495.